This data is from Forward reaction prediction with 1.9M reactions from USPTO patents (1976-2016). The task is: Predict the product of the given reaction. (1) Given the reactants Br[C:2]1[CH:7]=[CH:6][C:5]([N:8]2[CH2:12][C:11]([C:17]3[CH:22]=[C:21]([Cl:23])[CH:20]=[C:19]([Cl:24])[CH:18]=3)([C:13]([F:16])([F:15])[F:14])[O:10][C:9]2=[O:25])=[CH:4][C:3]=1[Cl:26].[C:27]([O-])([O-])=[O:28].[Na+].[Na+].C([SiH](CC)CC)C, predict the reaction product. The product is: [Cl:26][C:3]1[CH:4]=[C:5]([N:8]2[CH2:12][C:11]([C:17]3[CH:22]=[C:21]([Cl:23])[CH:20]=[C:19]([Cl:24])[CH:18]=3)([C:13]([F:16])([F:15])[F:14])[O:10][C:9]2=[O:25])[CH:6]=[CH:7][C:2]=1[CH:27]=[O:28]. (2) Given the reactants F[C:2]1[N:7]=[CH:6][C:5]([C:8]2[C:17]3[CH2:16][CH2:15][CH2:14][CH2:13][C:12]=3[N:11]=[C:10]([O:18][CH2:19][C:20]3[CH:25]=[CH:24][CH:23]=[CH:22][N:21]=3)[CH:9]=2)=[CH:4][N:3]=1.C([OH:30])(C)(C)C.[OH-].[Na+].[Cl-].[NH4+], predict the reaction product. The product is: [N:21]1[CH:22]=[CH:23][CH:24]=[CH:25][C:20]=1[CH2:19][O:18][C:10]1[CH:9]=[C:8]([C:5]2[CH:4]=[N:3][C:2]([OH:30])=[N:7][CH:6]=2)[C:17]2[CH2:16][CH2:15][CH2:14][CH2:13][C:12]=2[N:11]=1. (3) Given the reactants Br[C:2]1[CH:11]=[CH:10][C:5]([C:6]([O:8][CH3:9])=[O:7])=[CH:4][C:3]=1[CH3:12].C([O-])([O-])=O.[Cs+].[Cs+].[NH:19]1[CH2:24][CH2:23][CH2:22][CH2:21][CH2:20]1, predict the reaction product. The product is: [CH3:12][C:3]1[CH:4]=[C:5]([CH:10]=[CH:11][C:2]=1[N:19]1[CH2:24][CH2:23][CH2:22][CH2:21][CH2:20]1)[C:6]([O:8][CH3:9])=[O:7]. (4) Given the reactants C[O:2][C:3](=[O:22])[CH2:4][C:5]1[CH:10]=[CH:9][C:8]([O:11][CH2:12][CH2:13][CH:14]([O:16]S(C)(=O)=O)[CH3:15])=[C:7]([CH3:21])[CH:6]=1.[C:23]1([CH3:41])[CH:28]=[CH:27][CH:26]=[CH:25][C:24]=1[O:29][C:30]1[CH:35]=[C:34]([C:36]([F:39])([F:38])[F:37])[CH:33]=[CH:32][C:31]=1O, predict the reaction product. The product is: [CH3:21][C:7]1[CH:6]=[C:5]([CH2:4][C:3]([OH:2])=[O:22])[CH:10]=[CH:9][C:8]=1[O:11][CH2:12][CH2:13][C@H:14]([O:16][C:31]1[CH:32]=[CH:33][C:34]([C:36]([F:38])([F:37])[F:39])=[CH:35][C:30]=1[O:29][C:24]1[CH:25]=[CH:26][CH:27]=[CH:28][C:23]=1[CH3:41])[CH3:15]. (5) Given the reactants [C:1]([CH:4]1[CH2:9][CH2:8][O:7][C:5]1=[O:6])(=O)[CH3:2].[OH-].[Na+].O.[CH:13]1(C=O)[CH2:18][CH2:17]C[CH2:15][CH2:14]1, predict the reaction product. The product is: [CH:2]1([CH:1]=[C:4]2[CH2:9][CH2:8][O:7][C:5]2=[O:6])[CH2:17][CH2:18][CH2:13][CH2:14][CH2:15]1. (6) Given the reactants [CH3:1][C:2]1([CH3:33])[CH2:7][N:6]([CH2:8][C:9]2[CH:14]=[CH:13][C:12]([N:15]3[CH2:20][CH2:19][O:18][CH2:17][CH2:16]3)=[CH:11][C:10]=2[O:21][C:22]([F:25])([F:24])[F:23])[CH2:5][CH2:4][N:3]1C(OC(C)(C)C)=O.FC(F)(F)C(O)=O, predict the reaction product. The product is: [CH3:1][C:2]1([CH3:33])[NH:3][CH2:4][CH2:5][N:6]([CH2:8][C:9]2[CH:14]=[CH:13][C:12]([N:15]3[CH2:16][CH2:17][O:18][CH2:19][CH2:20]3)=[CH:11][C:10]=2[O:21][C:22]([F:25])([F:23])[F:24])[CH2:7]1. (7) Given the reactants I[C:2]1[CH:8]=[CH:7][CH:6]=[CH:5][C:3]=1[NH2:4].[C:9]([C:11]1[CH:16]=[CH:15][CH:14]=[CH:13][C:12]=1B1OC(C)(C)C(C)(C)O1)#[N:10].O.P([O-])([O-])([O-])=O.[K+].[K+].[K+], predict the reaction product. The product is: [CH:8]1[C:2]2[C:3](=[N:4][C:9]([NH2:10])=[C:11]3[C:16]=2[CH:15]=[CH:14][CH:13]=[CH:12]3)[CH:5]=[CH:6][CH:7]=1.